Task: Predict the product of the given reaction.. Dataset: Forward reaction prediction with 1.9M reactions from USPTO patents (1976-2016) (1) Given the reactants [CH:1]1[C:2]([CH2:10][C@@H:11]([NH2:28])[CH2:12][C:13]([N:15]2[CH2:27][C:19]3=[N:20][N:21]=[C:22]([C:23]([F:26])([F:25])[F:24])[N:18]3[CH2:17][CH2:16]2)=[O:14])=[C:3]([F:9])[CH:4]=[C:5]([F:8])[C:6]=1[F:7].[C:29]([OH:34])(=[O:33])[CH:30]([CH3:32])[OH:31], predict the reaction product. The product is: [CH:1]1[C:2]([CH2:10][C@@H:11]([NH2:28])[CH2:12][C:13]([N:15]2[CH2:27][C:19]3=[N:20][N:21]=[C:22]([C:23]([F:26])([F:25])[F:24])[N:18]3[CH2:17][CH2:16]2)=[O:14])=[C:3]([F:9])[CH:4]=[C:5]([F:8])[C:6]=1[F:7].[C:29]([O-:34])(=[O:33])[CH:30]([CH3:32])[OH:31]. (2) Given the reactants [NH2:1][C:2]1[CH:3]=[C:4]2[C:10](Br)=[C:9]([S:12]([C:15]3[CH:20]=[C:19]([F:21])[CH:18]=[C:17]([C:22]#[N:23])[CH:16]=3)(=[O:14])=[O:13])[S:8][C:5]2=[N:6][CH:7]=1.C(O)C.[F:27][C:28]1[CH:29]=[C:30](B(O)O)[CH:31]=[CH:32][CH:33]=1.C([O-])([O-])=O.[Na+].[Na+], predict the reaction product. The product is: [NH2:1][C:2]1[CH:3]=[C:4]2[C:10]([C:32]3[CH:31]=[CH:30][CH:29]=[C:28]([F:27])[CH:33]=3)=[C:9]([S:12]([C:15]3[CH:20]=[C:19]([F:21])[CH:18]=[C:17]([C:22]#[N:23])[CH:16]=3)(=[O:14])=[O:13])[S:8][C:5]2=[N:6][CH:7]=1. (3) Given the reactants [CH3:1][N:2]([CH3:16])[CH2:3][CH2:4][CH2:5][N:6]([C:8]1[CH:15]=[CH:14]C=[CH:12][C:9]=1C=O)[CH3:7].[S:17]([O:22]C)(O[CH3:21])(=[O:19])=[O:18].[C:24]([O:27][CH2:28][CH3:29])(=O)C, predict the reaction product. The product is: [CH3:24][S:17]([O-:22])(=[O:19])=[O:18].[CH:28]([C:29]1[CH:12]=[CH:9][C:8]([N:6]([CH3:7])[CH2:5][CH2:4][CH2:3][N+:2]([CH3:1])([CH3:16])[CH3:21])=[CH:15][CH:14]=1)=[O:27].